Dataset: Catalyst prediction with 721,799 reactions and 888 catalyst types from USPTO. Task: Predict which catalyst facilitates the given reaction. (1) The catalyst class is: 9. Reactant: [I:1][C:2]1[CH:3]=[C:4]([CH:8]=[CH:9][C:10]=1[CH3:11])[C:5]([OH:7])=O.Cl.CN(C)[CH2:15][CH2:16][CH2:17][N:18]=C=NCC.C1(N)CC1.O. Product: [CH:17]1([NH:18][C:5](=[O:7])[C:4]2[CH:8]=[CH:9][C:10]([CH3:11])=[C:2]([I:1])[CH:3]=2)[CH2:15][CH2:16]1. (2) Reactant: Cl[C:2]1[CH:3]=[N:4][CH:5]=[C:6]([F:18])[C:7]=1[N:8]1[CH2:13][CH2:12][N:11]([CH:14]2[CH2:17][O:16][CH2:15]2)[CH2:10][CH2:9]1.C(=O)(OC(C)(C)C)[NH2:20].C([O-])([O-])=O.[Cs+].[Cs+].CC1(C)C2C(=C(P(C3C=CC=CC=3)C3C=CC=CC=3)C=CC=2)OC2C(P(C3C=CC=CC=3)C3C=CC=CC=3)=CC=CC1=2. Product: [F:18][C:6]1[C:7]([N:8]2[CH2:13][CH2:12][N:11]([CH:14]3[CH2:17][O:16][CH2:15]3)[CH2:10][CH2:9]2)=[C:2]([NH2:20])[CH:3]=[N:4][CH:5]=1. The catalyst class is: 102. (3) Reactant: [CH3:1][O:2][NH:3][C:4](=[O:10])[O:5][C:6]([CH3:9])([CH3:8])[CH3:7].[H-].[Na+].Cl[CH2:14][CH2:15][C:16]([C:18]1[CH:23]=[CH:22][CH:21]=[CH:20][CH:19]=1)=[O:17]. Product: [CH3:1][O:2][N:3]([CH2:14][CH2:15][C:16](=[O:17])[C:18]1[CH:23]=[CH:22][CH:21]=[CH:20][CH:19]=1)[C:4](=[O:10])[O:5][C:6]([CH3:9])([CH3:8])[CH3:7]. The catalyst class is: 1. (4) Reactant: C(OC([N:8]1[CH2:13][CH2:12][CH:11]([C:14]2[CH:38]=[CH:37][C:17]3[C:18]4[N:22]([CH2:23][CH2:24][O:25][C:16]=3[CH:15]=2)[CH:21]=[C:20]([C:26]2[N:27]([CH:34]([CH3:36])[CH3:35])[N:28]=[C:29]([CH2:31][O:32][CH3:33])[N:30]=2)[N:19]=4)[CH2:10][CH2:9]1)=O)(C)(C)C.[F:39][C:40]([F:45])([F:44])[C:41]([OH:43])=[O:42]. Product: [F:39][C:40]([F:45])([F:44])[C:41]([OH:43])=[O:42].[CH:34]([N:27]1[C:26]([C:20]2[N:19]=[C:18]3[N:22]([CH2:23][CH2:24][O:25][C:16]4[CH:15]=[C:14]([CH:11]5[CH2:12][CH2:13][NH:8][CH2:9][CH2:10]5)[CH:38]=[CH:37][C:17]=43)[CH:21]=2)=[N:30][C:29]([CH2:31][O:32][CH3:33])=[N:28]1)([CH3:36])[CH3:35]. The catalyst class is: 2. (5) Reactant: [Br:1][C:2]1[CH:3]=[C:4]([N:11]2[CH2:15][CH2:14][C@H:13]([NH:16][C:17](=[O:23])[O:18][C:19]([CH3:22])([CH3:21])[CH3:20])[CH2:12]2)[CH:5]=[CH:6][C:7]=1[N+:8]([O-])=O.[Cl-].[NH4+]. Product: [NH2:8][C:7]1[CH:6]=[CH:5][C:4]([N:11]2[CH2:15][CH2:14][C@H:13]([NH:16][C:17](=[O:23])[O:18][C:19]([CH3:20])([CH3:21])[CH3:22])[CH2:12]2)=[CH:3][C:2]=1[Br:1]. The catalyst class is: 190.